The task is: Binary Classification. Given two protein amino acid sequences, predict whether they physically interact or not.. This data is from Human Reference Interactome with 51,813 positive PPI pairs across 8,248 proteins, plus equal number of experimentally-validated negative pairs. (1) Result: 0 (the proteins do not interact). Protein 1 (ENSG00000197123) has sequence MAKRPGSPGSREMGLLTFRDVVIEFSLEEWQCLDHAQQNLYRDVMLENYRNLVSLGIAVSKPDLITCLEQNKEPWNIKRNEMVTKHPVMCSHFTQDLPPELGIKDSLQKVIPRRYGKSGHDNLQVKTCKSMGECEVQKGGCNEVNQCLSTTQNKIFQTHKCVKVFGKFSNSNRHKTRHTGKKHFKCKKYGKSFCMVSQLHQHQIIHTRENSYQCEECGKPFNCSSTLSKHKRIHTGEKPYRCEECGKAFTWSSTLTKHRRIHTGEKPYTCEECGQAFSRSSTLANHKRIHTGEKPYTCEE.... Protein 2 (ENSG00000165997) has sequence MGLIFAKLWSLFCNQEHKVIIVGLDNAGKTTILYQFLMNEVVHTSPTIGSNVEEIVVKNTHFLMWDIGGQESLRSSWNTYYSNTEFIILVVDSIDRERLAITKEELYRMLAHEDLRKAAVLIFANKQDMKGCMTAAEISKYLTLSSIKDHPWHIQSCCALTGEGLCQGLEWMTSRIGVR*. (2) Protein 1 (ENSG00000205542) has sequence MSDKPDMAEIEKFDKSKLKKTETQEKNPLPSKETIEQEKQAGES*. Protein 2 (ENSG00000239605) has sequence MDQPAVATASTSIREDLVGGESFITASKPAQKTSSFEREGWWRIALTDTPIPGTYHLKTFIEESLLNPVIATYNFKNEGRKKPPLVQRNNPVLNDLPQYMPPDFLDLLKKQVATYSFKDKPRPSPSTLVDKDQSLQLSPGQYNVLPAPVPKYASRSCVFRSTVQRFPTTYFIPVSIM*MDQPAVATASTSIREDLVGGESFITASKPAQKTSSFEREGWWRIALTDTPIPGTYHLKTFIEESLLNPVIATYNFKNEGRKKPPLVQRNNPVLNDLPQYMPPDFLDLLKKQVATYSFKDKPR.... Result: 0 (the proteins do not interact). (3) Protein 1 (ENSG00000156735) has sequence MSALRRSGYGPSDGPSYGRYYGPGGGDVPVHPPPPLYPLRPEPPQPPISWRVRGGGPAETTWLGEGGGGDGYYPSGGAWPEPGRAGGSHQEQPPYPSYNSNYWNSTARSRAPYPSTYPVRPELQGQSLNSYTNGAYGPTYPPGPGANTASYSGAYYAPGYTQTSYSTEVPSTYRSSGNSPTPVSRWIYPQQDCQTEAPPLRGQVPGYPPSQNPGMTLPHYPYGDGNRSVPQSGPTVRPQEDAWASPGAYGMGGRYPWPSSAPSAPPGNLYMTESTSPWPSSGSPQSPPSPPVQQPKDSSY.... Protein 2 (ENSG00000198690) has sequence MMSEGKPPDKKRPRRSLSISKNKKKASNSIISCFNNAPPAKLACPVCSKMVPRYDLNRHLDEMCANNDFVQVDPGQVGLINSNVSMVDLTSVTLEDVTPKKSPPPKTNLTPGQSDSAKREVKQKISPYFKSNDVVCKNQDELRNRSVKVICLGSLASKLSRKYVKAKKSIDKDEEFAGSSPQSSKSTVVKSLIDNSSEIEDEDQILENSSQKENVFKCDSLKEECIPEHMVRGSKIMEAESQKATRECEKSALTPGFSDNAIMLFSPDFTLRNTLKSTSEDSLVKQECIKEVVEKREACH.... Result: 0 (the proteins do not interact). (4) Protein 1 (ENSG00000243335) has sequence MVVVTGREPDSRRQDGAMSSSDAEDDFLEPATPTATQAGHALPLLPQEFPEVVPLNIGGAHFTTRLSTLRCYEDTMLAAMFSGRHYIPTDSEGRYFIDRDGTHFGDVLNFLRSGDLPPRERVRAVYKEAQYYAIGPLLEQLENMQPLKGEKTTWSGLWRSPGCVRSSGRPALPSSRSVSSRRRCPSPPMSVRSSTPCDLSGVRVTGSFLSTTVKWMCLLGPGRLWLMFMTCCTAWSRTSRPRVSPWTTSASGCVTSTS*XPDSRRQDGAMSSSDAEDDFLEPATPTATQAGHALPLLPQE.... Protein 2 (ENSG00000113196) has sequence MNLVGSYAHHHHHHHPHPAHPMLHEPFLFGPASRCHQERPYFQSWLLSPADAAPDFPAGGPPPAAAAAATAYGPDARPGQSPGRLEALGGRLGRRKGSGPKKERRRTESINSAFAELRECIPNVPADTKLSKIKTLRLATSYIAYLMDVLAKDAQSGDPEAFKAELKKADGGRESKRKRELQQHEGFPPALGPVEKRIKGRTGWPQQVWALELNQ*. Result: 0 (the proteins do not interact). (5) Protein 1 (ENSG00000125457) has sequence MGEPSREEYKIQSFDAETQQLLKTALKVACFETEDGEYSVCQRSYSNCSRLMPSRCNTQYRDPGAVDLEKVANVIVDHSLQDCVFSKEAGRMCYAIIQAESKQAGQSVFRRGLLNRLQQEYQAREQLRARSLQGWVCYVTFICNIFDYLRVNNMPMMALVNPVYDCLFRLAQPDSLSKEEEVDCLVLQLHRVGEQLEKMNGQRMDELFVLIRDGFLLPTGLSSLAQLLLLEIIEFRAAGWKTTPAAHKYYYSEVSD*MGEPSREEYKIQSFDAETQQLLKTALKDPGAVDLEKVANVIVD.... Protein 2 (ENSG00000168758) has sequence MAPHWAVWLLAARLWGLGIGAEVWWNLVPRKTVSSGELATVVRRFSQTGIQDFLTLTLTEPTGLLYVGAREALFAFSMEALELQGAISWEAPVEKKTECIQKGKNNQTECFNFIRFLQPYNASHLYVCGTYAFQPKCTYVNMLTFTLEHGEFEDGKGKCPYDPAKGHAGLLVDGELYSATLNNFLGTEPIILRNMGPHHSMKTEYLAFWLNEPHFVGSAYVPESVGSFTGDDDKVYFFFRERAVESDCYAEQVVARVARVCKGDMGGARTLQRKWTTFLKARLACSAPNWQLYFNQLQAM.... Result: 0 (the proteins do not interact). (6) Protein 1 (ENSG00000113088) has sequence MTKFSSFSLFFLIVGAYMTHVCFNMEIIGGKEVSPHSRPFMASIQYGGHHVCGGVLIDPQWVLTAAHCQYRFTKGQSPTVVLGAHSLSKNEASKQTLEIKKFIPFSRVTSDPQSNDIMLVKLQTAAKLNKHVKMLHIRSKTSLRSGTKCKVTGWGATDPDSLRPSDTLREVTVTVLSRKLCNSQSYYNGDPFITKDMVCAGDAKGQKDSCKGDSGGPLICKGVFHAIVSGGHECGVATKPGIYTLLTKKYQTWIKSNLVPPHTN*. Protein 2 (ENSG00000008735) has sequence MADRAEMFSLSTFHSLSPPGCRPPQDISLEEFDDEDLSEITDDCGLGLSYDSDHCEKDSLSLGRSEQPHPICSFQDDFQEFEMIDDNEEEDDEDEEEEEEEEEGDGEGQEGGDPGSEAPAPGPLIPSPSVEEPHKHRPTTLRLTTLGAQDSLNNNGGFDLVRPASWQETALCSPAPEALRELPGPLPATDTGPGGAQSPVRPGCDCEGNRPAEPPAPGGTSPSSDPGIEADLRSRSSGGRGGRRSSQELSSPGSDSEDAGGARLGRMISSISETELELSSDGGSSSSGRSSHLTNSIEEA.... Result: 0 (the proteins do not interact). (7) Protein 1 (ENSG00000169989) has sequence MAEASVDASTLPVTVKKKKSLSIEEKIDIINAVESGKKKAEIAAEYGIKKNSLSSIMKNKDKVLEAFESLRFDPKRKRLRTAFYTDLEEALMRWYRIAQCLNVPVNGPMLRLKANDFAQKLGHNDFKCSNGWLDRFKSRYGLVFRAQPVEATGVPVDPSTVWYQNVLPYYLNDYHPKNVFNIKETGLLYRMLPTNTFAFKGETCSVGKLCKDRITLVVGTNMDGSEKLPLLVIGKKRTPHCFKGLKSLPVCYEANRMAWMTSDVFEQWMRKLDEEFQAQQRRVVIFVESFPAHPEVKNLK.... Protein 2 (ENSG00000124702) has sequence MTPKGPAMCSMPLTSADCFSNDIHKLDTSTMTWTLICTKGSPARWRDFHSATMLGSHMYVFGGRADRFGPFHSNNEIYCNRIRVFDTRTEAWLDCPPTPVLPEGRRSHSAFGYNGELYIFGGYNARLNRHFHDLWKFNPVSFTWKKIEPKGKGPCPRRRQCCCIVGDKIVLFGGTSPSPEEGLGDEFDLIDHSDLHILDFSPSLKTLCKLAVIQYNLDQSCLPHDIRWELNAMTTNSNISRPIVSSHG*MLRWTVHLEGGPRRVNHAAVAVGHRVYSFGGYCSGEDYETLRQIDVHIFNA.... Result: 0 (the proteins do not interact). (8) Protein 2 (ENSG00000156858) has sequence MDLPGDSSPPGQPRLCRQPLTRALWGARSPKRPRLQLPGAPSPLEKASRRVLAVVLEDVMAVHMVPVVPSKQTSIPQHHSYHQDPVHRQPPASPPRQAGWSSQARPPDPLCLCREPLSRIHRTSSTLRRRSRTTPGPEEGPSQKVDRAPQPTLVVMLEDIASPRPPAEGFIDETPNFIIPAQRAEPMRIVRQPTPPPGDLEPPFQPSALPADPLESPPTAPDPALELPSTPPPSSLLRPRLSPWGLAPLFRSVRSKLESFADIFLTPNKTPQPPPPSPPMKLELKIAISEAEQSGAAEGT.... Protein 1 (ENSG00000036054) has sequence MAEGEDVPPLPTSSGDGWEKDLEEALEAGGCDLETLRNIIQGRPLPADLRAKVWKIALNVAGKGDSLASWDGILDLPEQNTIHKDCLQFIDQLSVPEEKAAELLLDIESVITFYCKSRNIKYSTSLSWIHLLKPLVHLQLPRSDLYNCFYAIMNKYIPRDCSQKGRPFHLFRLLIQYHEPELCSYLDTKKITPDSYALNWLGSLFACYCSTEVTQAIWDGYLQQADPFFIYFLMLIILVNAKEVILTQESDSKEEVIKFLENTPSSLNIEDIEDLFSLAQYYCSKTPASFRKDNHHLFGS.... Result: 0 (the proteins do not interact). (9) Protein 1 (ENSG00000112763) has sequence MESAAALHFSRPASLLLLLLSLCALVSAQFIVVGPTDPILATVGENTTLRCHLSPEKNAEDMEVRWFRSQFSPAVFVYKGGRERTEEQMEEYRGRTTFVSKDISRGSVALVIHNITAQENGTYRCYFQEGRSYDEAILHLVVAGLGSKPLISMRGHEDGGIRLECISRGWYPKPLTVWRDPYGGVAPALKEVSMPDADGLFMVTTAVIIRDKSVRNMSCSINNTLLGQKKESVIFIPESFMPSVSPCAVALPIIVVILMIPIAVCIYWINKLQKEKKILSGEKEFERETREIALKELEKE.... Protein 2 (ENSG00000198046) has sequence MPSARGKSKSKAPITFGDLAIYFSQEEWEWLSPIQKDLYEDVMLENYRNLVSLGLSFRRPNVITLLEKGKAPWMVEPVRRRRAPDSGSKCETKKLPPNQCNKSGQSICQKLVSAQQKAPTRKSGCNKNSVLVKPKKGHSGKKPLKCNDCGKTFSRSFSLKLHQNIHTGEKPFECSNCRKAFRQISSILLHQRIHSGKKSHECNKCGESFNQRTTLILHMRIHDGKEILDCGKALSQCQSFNIHQKIHVVGNVCQCRKCGKAFNQMSSLLLHKKIHNGKKTHKYNKCGRGFKKKSVFVVHK.... Result: 0 (the proteins do not interact).